Dataset: HIV replication inhibition screening data with 41,000+ compounds from the AIDS Antiviral Screen. Task: Binary Classification. Given a drug SMILES string, predict its activity (active/inactive) in a high-throughput screening assay against a specified biological target. (1) The drug is O=C(C=Cc1ccc(OCC(=O)N2CCN(c3ccccc3)CC2)cc1)c1ccc(Cl)cc1. The result is 0 (inactive). (2) The molecule is N=c1ccn(C2CC(CO)C(CO)C2)c(=O)[nH]1. The result is 0 (inactive). (3) The drug is CN1CCCC1CCNc1nc(C(Cl)(Cl)Cl)nc2cc(Cl)ccc12. The result is 0 (inactive). (4) The molecule is COc1ccccc1C=Cc1ccc2ccccc2n1. The result is 0 (inactive). (5) The compound is O=c1ccc2cc(O)ccc2o1. The result is 0 (inactive). (6) The compound is COC(=O)C1=C(C)N2CCSC2(C)C(C(=O)OC)C1c1cccc(Cl)c1. The result is 0 (inactive). (7) The compound is O=C(NC12CC3CC(CC(C3)C1)C2)C(=O)c1c[nH]c2ccccc12. The result is 0 (inactive). (8) The drug is Cc1ccc(CCNC(=S)SCC(NC(=O)CCC(N)C(=O)O)C(=O)NCC(=O)O)cc1. The result is 0 (inactive). (9) The drug is O=C(O)C(NS(=O)(=O)c1ccc([N+](=O)[O-])cc1)c1ccccc1. The result is 0 (inactive).